Dataset: Full USPTO retrosynthesis dataset with 1.9M reactions from patents (1976-2016). Task: Predict the reactants needed to synthesize the given product. (1) The reactants are: [I-:1].[CH3:2][C:3]1[SH+:4][CH:5]=[CH:6][CH:7]=[CH:8][CH:9]=[CH:10][CH:11]=1.CI. Given the product [IH:1].[I-:1].[CH3:2][C:3]1[SH+:4][CH:5]=[CH:6][CH:7]=[CH:8][CH:9]=[CH:10][CH:11]=1, predict the reactants needed to synthesize it. (2) Given the product [OH:2][CH2:1][C:3]1[CH:8]=[C:7]([CH3:9])[N:6]=[C:5]([O:10][C@@H:11]([C:16]([O:29][CH3:30])([C:23]2[CH:24]=[CH:25][CH:26]=[CH:27][CH:28]=2)[C:17]2[CH:18]=[CH:19][CH:20]=[CH:21][CH:22]=2)[C:12]([O:14][CH3:15])=[O:13])[N:4]=1, predict the reactants needed to synthesize it. The reactants are: [CH:1]([C:3]1[CH:8]=[C:7]([CH3:9])[N:6]=[C:5]([O:10][C@@H:11]([C:16]([O:29][CH3:30])([C:23]2[CH:28]=[CH:27][CH:26]=[CH:25][CH:24]=2)[C:17]2[CH:22]=[CH:21][CH:20]=[CH:19][CH:18]=2)[C:12]([O:14][CH3:15])=[O:13])[N:4]=1)=[O:2].[BH4-].[Na+]. (3) Given the product [NH:31]1[C:32]2[CH:37]=[CH:36][N:35]=[CH:34][C:33]=2[C:29]([CH2:28][O:27][CH2:26][CH:23]2[CH2:22][CH2:21][C:20]([C:14]3[CH:15]=[CH:16][CH:17]=[CH:18][CH:19]=3)([N:45]([CH3:47])[CH3:46])[CH2:25][CH2:24]2)=[CH:30]1, predict the reactants needed to synthesize it. The reactants are: O.[F-].C([N+](C)(C)C)C1C=CC=CC=1.[C:14]1([C:20]2([N:45]([CH3:47])[CH3:46])[CH2:25][CH2:24][CH:23]([CH2:26][O:27][CH2:28][C:29]3[C:33]4[CH:34]=[N:35][CH:36]=[CH:37][C:32]=4[NH:31][C:30]=3[Si](CC)(CC)CC)[CH2:22][CH2:21]2)[CH:19]=[CH:18][CH:17]=[CH:16][CH:15]=1. (4) Given the product [CH3:22][O:15][C:14]([C@H:10]1[CH2:11][C:12](=[O:13])[N:8]([C:5]2[CH:4]=[CH:3][C:2]([OH:1])=[CH:7][CH:6]=2)[CH2:9]1)=[O:16], predict the reactants needed to synthesize it. The reactants are: [OH:1][C:2]1[CH:7]=[CH:6][C:5]([N:8]2[C:12](=[O:13])[CH2:11][C@H:10]([C:14]([OH:16])=[O:15])[CH2:9]2)=[CH:4][CH:3]=1.S(=O)(=O)(O)O.[CH3:22]OC(OC)(C)C.O.